This data is from Full USPTO retrosynthesis dataset with 1.9M reactions from patents (1976-2016). The task is: Predict the reactants needed to synthesize the given product. (1) Given the product [C:23]([NH:26][C:27]1[CH:32]=[CH:31][N:30]([C:19]2[CH:20]=[CH:21][C:16]([N:14]3[CH:15]=[C:11]([CH2:10][NH:9][C:7]([C:5]4[S:6][C:2]([Cl:1])=[CH:3][CH:4]=4)=[O:8])[N:12]=[CH:13]3)=[CH:17][CH:18]=2)[C:29](=[O:33])[N:28]=1)(=[O:25])[CH3:24], predict the reactants needed to synthesize it. The reactants are: [Cl:1][C:2]1[S:6][C:5]([C:7]([NH:9][CH2:10][C:11]2[N:12]=[CH:13][N:14]([C:16]3[CH:21]=[CH:20][C:19](I)=[CH:18][CH:17]=3)[CH:15]=2)=[O:8])=[CH:4][CH:3]=1.[C:23]([NH:26][C:27]1[CH:32]=[CH:31][NH:30][C:29](=[O:33])[N:28]=1)(=[O:25])[CH3:24].OC1C=CC=C2C=1N=CC=C2.C([O-])([O-])=O.[K+].[K+]. (2) Given the product [CH3:1][O:2][C:3]1[CH:12]=[C:11]2[C:6]([CH2:7][CH2:8][CH2:9][C:10]2=[N:15][OH:16])=[CH:5][CH:4]=1, predict the reactants needed to synthesize it. The reactants are: [CH3:1][O:2][C:3]1[CH:12]=[C:11]2[C:6]([CH2:7][CH2:8][CH2:9][C:10]2=O)=[CH:5][CH:4]=1.Cl.[NH2:15][OH:16].